From a dataset of Catalyst prediction with 721,799 reactions and 888 catalyst types from USPTO. Predict which catalyst facilitates the given reaction. Reactant: [OH:1][C:2]1[CH:9]=[CH:8][C:5]([CH:6]=[O:7])=[CH:4][CH:3]=1.N1CCCCC1.O.O[C:18]1[CH:23]=[C:22]([O:24][CH:25]2[CH2:30][CH2:29][CH2:28][CH2:27][O:26]2)[CH:21]=[CH:20][C:19]=1[C:31](=[O:46])[CH2:32][C:33]1[CH:38]=[CH:37][C:36]([O:39][CH:40]2[CH2:45][CH2:44][CH2:43][CH2:42][O:41]2)=[CH:35][CH:34]=1. Product: [OH:1][C:2]1[CH:9]=[CH:8][C:5]([CH:6]2[CH:32]([C:33]3[CH:34]=[CH:35][C:36]([O:39][CH:40]4[CH2:45][CH2:44][CH2:43][CH2:42][O:41]4)=[CH:37][CH:38]=3)[C:31](=[O:46])[C:19]3[CH:20]=[CH:21][C:22]([O:24][CH:25]4[CH2:30][CH2:29][CH2:28][CH2:27][O:26]4)=[CH:23][C:18]=3[O:7]2)=[CH:4][CH:3]=1. The catalyst class is: 11.